This data is from Reaction yield outcomes from USPTO patents with 853,638 reactions. The task is: Predict the reaction yield, written as a fraction of the theoretical maximum amount of product (1.0 means a 100% yield; for example, 0.34 means a 34% yield). (1) The reactants are C(O[C:4]([CH3:13])=[CH:5][C:6](=O)[C:7]([O:9][CH2:10][CH3:11])=[O:8])C.[C:14]([CH2:16][C:17]([NH2:19])=[O:18])#[N:15].C(=O)([O-])[O-].[K+].[K+].Cl. The catalyst is CC(C)=O. The product is [C:14]([C:16]1[C:17](=[O:18])[NH:19][C:6]([C:7]([O:9][CH2:10][CH3:11])=[O:8])=[CH:5][C:4]=1[CH3:13])#[N:15]. The yield is 0.657. (2) The reactants are [CH3:1][C:2]1[C:6]2[CH:7]=[C:8]([C:11]3([C:14]([O:16]C)=[O:15])[CH2:13][CH2:12]3)[CH:9]=[CH:10][C:5]=2[O:4][N:3]=1.O[Li].O. The catalyst is CO.O. The product is [CH3:1][C:2]1[C:6]2[CH:7]=[C:8]([C:11]3([C:14]([OH:16])=[O:15])[CH2:12][CH2:13]3)[CH:9]=[CH:10][C:5]=2[O:4][N:3]=1. The yield is 0.320. (3) The yield is 0.440. The product is [CH3:1][O:2][C:3](=[O:23])[C:4]1[CH:9]=[CH:8][C:7]([C:10]2[C:12]3[C:13]4[CH2:22][CH2:21][CH2:20][CH2:19][CH2:18][C:14]=4[S:15][C:16]=3[N:17]=[C:29]([CH3:30])[C:28]=2[C:27]([CH:24]2[CH2:26][CH2:25]2)=[O:32])=[CH:6][CH:5]=1. The reactants are [CH3:1][O:2][C:3](=[O:23])[C:4]1[CH:9]=[CH:8][C:7]([C:10]([C:12]2[C:13]3[CH2:22][CH2:21][CH2:20][CH2:19][CH2:18][C:14]=3[S:15][C:16]=2[NH2:17])=O)=[CH:6][CH:5]=1.[CH:24]1([C:27](=[O:32])[CH2:28][C:29](=O)[CH3:30])[CH2:26][CH2:25]1. The catalyst is C(O)(=O)C.S(=O)(=O)(O)O.